This data is from Peptide-MHC class II binding affinity with 134,281 pairs from IEDB. The task is: Regression. Given a peptide amino acid sequence and an MHC pseudo amino acid sequence, predict their binding affinity value. This is MHC class II binding data. (1) The peptide sequence is PGMAKIPAGELQIID. The MHC is DRB1_0701 with pseudo-sequence DRB1_0701. The binding affinity (normalized) is 0.313. (2) The peptide sequence is EKKYFAATQFERLAA. The MHC is HLA-DPA10103-DPB10401 with pseudo-sequence HLA-DPA10103-DPB10401. The binding affinity (normalized) is 1.00.